Dataset: Full USPTO retrosynthesis dataset with 1.9M reactions from patents (1976-2016). Task: Predict the reactants needed to synthesize the given product. (1) Given the product [Cl:25][C:26]1[CH:34]=[CH:33][C:32]([OH:52])=[CH:31][C:27]=1[C:28]([NH:1][C:2]1[CH:3]=[N:4][C:5]([NH:8][C:9]2[CH:10]=[CH:11][C:12]([C:13](=[O:14])[NH:15][CH2:16][CH2:17][N:18]3[CH2:19][CH2:20][CH2:21][CH2:22]3)=[CH:23][CH:24]=2)=[N:6][CH:7]=1)=[O:29], predict the reactants needed to synthesize it. The reactants are: [NH2:1][C:2]1[CH:3]=[N:4][C:5]([NH:8][C:9]2[CH:24]=[CH:23][C:12]([C:13]([NH:15][CH2:16][CH2:17][N:18]3[CH2:22][CH2:21][CH2:20][CH2:19]3)=[O:14])=[CH:11][CH:10]=2)=[N:6][CH:7]=1.[Cl:25][C:26]1[CH:34]=[C:33](O)[CH:32]=[CH:31][C:27]=1[C:28](O)=[O:29].C(N(C(C)C)CC)(C)C.CN(C([O:52]N1N=NC2C=CC=NC1=2)=[N+](C)C)C.F[P-](F)(F)(F)(F)F. (2) The reactants are: [OH:1][C:2]1([C:15]#[C:16][Si:17]([CH3:20])([CH3:19])[CH3:18])[CH2:7][CH2:6][N:5](C(OC(C)(C)C)=O)[CH2:4][CH2:3]1.[ClH:21]. Given the product [Cl-:21].[OH:1][C:2]1([C:15]#[C:16][Si:17]([CH3:18])([CH3:20])[CH3:19])[CH2:7][CH2:6][NH2+:5][CH2:4][CH2:3]1, predict the reactants needed to synthesize it. (3) Given the product [CH:1]1([CH2:4][O:5][C:6]2[CH:7]=[C:8]([CH:13]=[CH:14][C:15]=2[N:16]([CH2:22][CH2:23][OH:24])[S:17]([CH3:20])(=[O:19])=[O:18])[C:9]([O:11][CH3:12])=[O:10])[CH2:2][CH2:3]1, predict the reactants needed to synthesize it. The reactants are: [CH:1]1([CH2:4][O:5][C:6]2[CH:7]=[C:8]([CH:13]=[CH:14][C:15]=2[NH:16][S:17]([CH3:20])(=[O:19])=[O:18])[C:9]([O:11][CH3:12])=[O:10])[CH2:3][CH2:2]1.Br[CH2:22][CH2:23][OH:24].C([O-])([O-])=O.[K+].[K+]. (4) Given the product [F:1][C:2]([CH3:29])([CH3:28])[CH2:3][N:4]1[CH2:9][CH2:8][CH:7]([CH2:10][O:11][C:12]2[CH:17]=[CH:16][C:15]([C:18]3[CH:27]=[CH:26][C:21]([C:22]([OH:24])=[O:23])=[CH:20][N:19]=3)=[CH:14][CH:13]=2)[CH2:6][CH2:5]1, predict the reactants needed to synthesize it. The reactants are: [F:1][C:2]([CH3:29])([CH3:28])[CH2:3][N:4]1[CH2:9][CH2:8][CH:7]([CH2:10][O:11][C:12]2[CH:17]=[CH:16][C:15]([C:18]3[CH:27]=[CH:26][C:21]([C:22]([O:24]C)=[O:23])=[CH:20][N:19]=3)=[CH:14][CH:13]=2)[CH2:6][CH2:5]1.O.O[Li].O.Cl. (5) The reactants are: Br[C:2]1[CH:7]=[C:6]([F:8])[CH:5]=[CH:4][C:3]=1[O:9][CH3:10].O1CCCC1.C([Li])CCC.[CH2:21]([O:23][C:24]([N:26]1[CH2:31][CH2:30][C:29](=[O:32])[CH2:28][CH2:27]1)=[O:25])[CH3:22]. Given the product [CH2:21]([O:23][C:24]([N:26]1[CH2:27][CH2:28][C:29]([C:2]2[CH:7]=[C:6]([F:8])[CH:5]=[CH:4][C:3]=2[O:9][CH3:10])([OH:32])[CH2:30][CH2:31]1)=[O:25])[CH3:22], predict the reactants needed to synthesize it.